From a dataset of Reaction yield outcomes from USPTO patents with 853,638 reactions. Predict the reaction yield, written as a fraction of the theoretical maximum amount of product (1.0 means a 100% yield; for example, 0.34 means a 34% yield). (1) The reactants are [H-].[H-].[H-].[H-].[Li+].[Al+3].[CH3:7][C:8]1([CH3:26])[C:13](=[O:14])[O:12][CH2:11][C:10]([CH3:16])([CH3:15])[N:9]1[O:17][CH:18]([C:20]1[CH:25]=[CH:24][CH:23]=[CH:22][CH:21]=1)[CH3:19].[NH4+].[Cl-].CCOC(C)=O. The catalyst is C1COCC1.O. The product is [OH:14][CH2:13][C:8]([N:9]([O:17][CH:18]([C:20]1[CH:21]=[CH:22][CH:23]=[CH:24][CH:25]=1)[CH3:19])[C:10]([CH3:15])([CH3:16])[CH2:11][OH:12])([CH3:7])[CH3:26]. The yield is 0.940. (2) The reactants are [N-:1]([S:9]([C:12]([F:15])([F:14])[F:13])(=[O:11])=[O:10])[S:2]([C:5]([F:8])([F:7])[F:6])(=[O:4])=[O:3].[Li+].[Br-].[CH3:18][N+:19]1[CH:23]=[CH:22][N:21]([CH2:24][CH2:25][CH2:26][CH2:27][CH2:28][CH2:29][CH2:30][CH2:31][CH2:32][CH2:33][CH2:34][CH2:35][CH2:36][CH2:37][CH2:38][CH3:39])[CH:20]=1. The catalyst is O.CC(C)=O. The product is [N-:1]([S:2]([C:5]([F:8])([F:6])[F:7])(=[O:4])=[O:3])[S:9]([C:12]([F:15])([F:14])[F:13])(=[O:11])=[O:10].[CH3:18][N+:19]1[CH:23]=[CH:22][N:21]([CH2:24][CH2:25][CH2:26][CH2:27][CH2:28][CH2:29][CH2:30][CH2:31][CH2:32][CH2:33][CH2:34][CH2:35][CH2:36][CH2:37][CH2:38][CH3:39])[CH:20]=1. The yield is 0.950.